This data is from Full USPTO retrosynthesis dataset with 1.9M reactions from patents (1976-2016). The task is: Predict the reactants needed to synthesize the given product. (1) Given the product [CH3:39][C:38]1[C:20]([C:9]2[CH:14]=[CH:13][CH:12]=[C:11]([N+:15]([O-:17])=[O:16])[CH:10]=2)=[CH:21][C:22]([C:23]([NH:25][C:26]2[CH:31]=[CH:30][CH:29]=[C:28]([C:32]([F:33])([F:34])[F:35])[CH:27]=2)=[O:24])=[CH:36][CH:37]=1, predict the reactants needed to synthesize it. The reactants are: CC1(C)C(C)(C)OB([C:9]2[CH:14]=[CH:13][CH:12]=[C:11]([N+:15]([O-:17])=[O:16])[CH:10]=2)O1.I[C:20]1[CH:21]=[C:22]([CH:36]=[CH:37][C:38]=1[CH3:39])[C:23]([NH:25][C:26]1[CH:31]=[CH:30][CH:29]=[C:28]([C:32]([F:35])([F:34])[F:33])[CH:27]=1)=[O:24].C(=O)([O-])[O-].[K+].[K+].C1(C)C=CC=CC=1. (2) Given the product [F:35][C:21]1[CH:22]=[C:17]([C:16]2[C:10]3[N:9]=[CH:8][N:7]([C:1]4[CH:6]=[CH:5][C:4]([O:47][CH3:48])=[CH:3][CH:2]=4)[C:12](=[O:13])[C:11]=3[S:14][CH:15]=2)[CH:18]=[CH:19][CH:20]=1, predict the reactants needed to synthesize it. The reactants are: [C:1]1([N:7]2[C:12](=[O:13])[C:11]3[S:14][CH:15]=[C:16]([C:17]4[CH:22]=[CH:21][CH:20]=[CH:19][CH:18]=4)[C:10]=3[N:9]=[CH:8]2)[CH:6]=[CH:5][CH:4]=[CH:3][CH:2]=1.NC1C(C2C=CC=C([F:35])C=2)=CSC=1C(OC)=O.C([O:47][CH2:48]C)(OCC)OCC.COC1C=CC(N)=CC=1. (3) Given the product [ClH:19].[CH2:27]([NH:26][C:24]1[CH:23]=[CH:22][N:21]=[C:20]([NH:1][C@@H:2]2[CH2:3][CH2:4][C@H:5]([NH:8][C:9](=[O:18])[C:10]3[CH:15]=[CH:14][C:13]([F:16])=[C:12]([F:17])[CH:11]=3)[CH2:6][CH2:7]2)[N:25]=1)[CH3:28], predict the reactants needed to synthesize it. The reactants are: [NH2:1][C@@H:2]1[CH2:7][CH2:6][C@H:5]([NH:8][C:9](=[O:18])[C:10]2[CH:15]=[CH:14][C:13]([F:16])=[C:12]([F:17])[CH:11]=2)[CH2:4][CH2:3]1.[Cl:19][C:20]1[N:25]=[C:24]([NH:26][CH2:27][CH3:28])[CH:23]=[CH:22][N:21]=1.C([O-])(O)=O.[Na+]. (4) Given the product [Cl:19][CH:18]([Cl:20])[C:16]([N:15]1[C@H:12]([CH2:13][OH:14])[C@@H:11]([C:8]2[CH:7]=[CH:6][C:5]([S:2]([CH3:1])(=[O:3])=[O:4])=[CH:10][CH:9]=2)[O:21][C:22]1=[O:24])=[O:17], predict the reactants needed to synthesize it. The reactants are: [CH3:1][S:2]([C:5]1[CH:6]=[CH:7][C:8]([C@@H:11]([OH:21])[C@H:12]([NH:15][C:16]([CH:18]([Cl:20])[Cl:19])=[O:17])[CH2:13][OH:14])=[CH:9][CH:10]=1)(=[O:4])=[O:3].[CH2:22]([O:24]C(=O)OCC)C.C(=O)([O-])[O-].[K+].[K+]. (5) Given the product [C:1].[C:1]([OH:13])(=[O:12])[CH2:2][C:3]([CH2:8][C:9]([OH:11])=[O:10])([C:5]([OH:7])=[O:6])[OH:4], predict the reactants needed to synthesize it. The reactants are: [C:1]([OH:13])(=[O:12])[CH2:2][C:3]([CH2:8][C:9]([OH:11])=[O:10])([C:5]([OH:7])=[O:6])[OH:4]. (6) Given the product [F:27][C:23]1[CH:22]=[C:21]2[C:26]([C:18]([CH2:17][N:14]3[CH2:15][CH2:16][C:11]4([CH2:10][C:9](=[O:32])[C:8]5[C:29](=[CH:30][CH:31]=[C:6](/[CH:5]=[CH:4]/[C:3]([OH:33])=[O:2])[CH:7]=5)[O:28]4)[CH2:12][CH2:13]3)=[CH:19][NH:20]2)=[CH:25][CH:24]=1, predict the reactants needed to synthesize it. The reactants are: C[O:2][C:3](=[O:33])/[CH:4]=[CH:5]/[C:6]1[CH:7]=[C:8]2[C:29](=[CH:30][CH:31]=1)[O:28][C:11]1([CH2:16][CH2:15][N:14]([CH2:17][C:18]3[C:26]4[C:21](=[CH:22][C:23]([F:27])=[CH:24][CH:25]=4)[NH:20][CH:19]=3)[CH2:13][CH2:12]1)[CH2:10][C:9]2=[O:32].[OH-].[Na+]. (7) Given the product [Cl:29][C:25]1[CH:26]=[CH:27][CH:28]=[C:3]([Cl:2])[C:4]=1/[CH:5]=[CH:47]/[C:46]1[CH:45]=[C:44]([CH2:43][CH2:42][CH2:41][N:32]2[C:33](=[O:40])[C:34]3[C:39](=[CH:38][CH:37]=[CH:36][CH:35]=3)[C:31]2=[O:30])[CH:51]=[CH:50][CH:49]=1, predict the reactants needed to synthesize it. The reactants are: [Br-].[Cl:2][C:3]1[CH:28]=[CH:27][CH:26]=[C:25]([Cl:29])[C:4]=1[CH2:5][P+](C1C=CC=CC=1)(C1C=CC=CC=1)C1C=CC=CC=1.[O:30]=[C:31]1[C:39]2[C:34](=[CH:35][CH:36]=[CH:37][CH:38]=2)[C:33](=[O:40])[N:32]1[CH2:41][CH2:42][CH2:43][C:44]1[CH:45]=[C:46]([CH:49]=[CH:50][CH:51]=1)[CH:47]=O. (8) The reactants are: Cl.[F:2][C:3]([F:35])([F:34])[C:4]1[CH:5]=[C:6]([CH:27]=[C:28]([C:30]([F:33])([F:32])[F:31])[CH:29]=1)[CH2:7][O:8][CH2:9][CH:10]([C:21]1[CH:26]=[CH:25][CH:24]=[CH:23][CH:22]=1)[CH2:11][NH:12][C:13]([CH:15]1[CH2:20][CH2:19][NH:18][CH2:17][CH2:16]1)=[O:14].Br[CH2:37][C:38]([O:40][C:41]([CH3:44])([CH3:43])[CH3:42])=[O:39].C(=O)([O-])[O-].[K+].[K+].CN(C=O)C. Given the product [F:35][C:3]([F:34])([F:2])[C:4]1[CH:5]=[C:6]([CH:27]=[C:28]([C:30]([F:32])([F:33])[F:31])[CH:29]=1)[CH2:7][O:8][CH2:9][CH:10]([C:21]1[CH:22]=[CH:23][CH:24]=[CH:25][CH:26]=1)[CH2:11][NH:12][C:13]([CH:15]1[CH2:20][CH2:19][N:18]([CH2:37][C:38]([O:40][C:41]([CH3:44])([CH3:43])[CH3:42])=[O:39])[CH2:17][CH2:16]1)=[O:14], predict the reactants needed to synthesize it.